The task is: Predict the reactants needed to synthesize the given product.. This data is from Full USPTO retrosynthesis dataset with 1.9M reactions from patents (1976-2016). (1) Given the product [CH2:1]([O:3][C:4](=[O:21])[CH2:5][C:6]1[CH:11]=[CH:10][C:9]([NH:12][C:13]([C:15]2[CH:19]=[C:18]([C:30]3[CH:35]=[CH:34][C:33]([OH:36])=[CH:32][CH:31]=3)[O:17][CH:16]=2)=[O:14])=[CH:8][CH:7]=1)[CH3:2], predict the reactants needed to synthesize it. The reactants are: [CH2:1]([O:3][C:4](=[O:21])[CH2:5][C:6]1[CH:11]=[CH:10][C:9]([NH:12][C:13]([C:15]2[CH:19]=[C:18](Br)[O:17][CH:16]=2)=[O:14])=[CH:8][CH:7]=1)[CH3:2].CC1(C)C(C)(C)OB([C:30]2[CH:35]=[CH:34][C:33]([OH:36])=[CH:32][CH:31]=2)O1.C(=O)([O-])[O-].[Cs+].[Cs+]. (2) The reactants are: [OH:1][C:2]1[CH:24]=[N:23][C:5]2[N:6]([CH3:22])[C:7](=[O:21])[N:8]([CH2:11][CH2:12][CH2:13][O:14][CH:15]3[CH2:20][CH2:19][CH2:18][CH2:17][O:16]3)[C:9](=[O:10])[C:4]=2[CH:3]=1.C([O-])([O-])=O.[Cs+].[Cs+].CN(C)CC(O)=O.Br[C:39]1[CH:40]=[N:41][CH:42]=[C:43]([C:45]([F:48])([F:47])[F:46])[CH:44]=1. Given the product [CH3:22][N:6]1[C:5]2[N:23]=[CH:24][C:2]([O:1][C:39]3[CH:40]=[N:41][CH:42]=[C:43]([C:45]([F:48])([F:47])[F:46])[CH:44]=3)=[CH:3][C:4]=2[C:9](=[O:10])[N:8]([CH2:11][CH2:12][CH2:13][O:14][CH:15]2[CH2:20][CH2:19][CH2:18][CH2:17][O:16]2)[C:7]1=[O:21], predict the reactants needed to synthesize it. (3) Given the product [C:19]([C:21]1[CH:26]=[CH:25][C:24]([C:2]2[C:10]3[N:9]4[CH2:11][CH2:12][CH2:13][NH:14][C:15](=[O:16])[C:8]4=[CH:7][C:6]=3[CH:5]=[C:4]([C:17]#[N:18])[CH:3]=2)=[CH:23][CH:22]=1)#[N:20], predict the reactants needed to synthesize it. The reactants are: Br[C:2]1[C:10]2[N:9]3[CH2:11][CH2:12][CH2:13][NH:14][C:15](=[O:16])[C:8]3=[CH:7][C:6]=2[CH:5]=[C:4]([C:17]#[N:18])[CH:3]=1.[C:19]([C:21]1[CH:26]=[CH:25][C:24](B(O)O)=[CH:23][CH:22]=1)#[N:20]. (4) Given the product [OH:1][C@@H:2]([C@H:4]1[C:25](=[O:26])[N:6]2[C:7]([C:12]([O:14][CH2:15][C:16]3[CH:21]=[CH:20][C:19]([N+:22]([O-:24])=[O:23])=[CH:18][CH:17]=3)=[O:13])=[C:8]([C:47]3[S:46][C:45]4=[C:41]([C:39]([C:35]5[CH:36]=[N:37][CH:38]=[C:33]([C:27]6[CH:28]=[CH:29][CH:30]=[CH:31][CH:32]=6)[CH:34]=5)=[O:40])[N:42]=[CH:43][N:44]4[CH:48]=3)[C@H:9]([CH3:10])[C@H:5]12)[CH3:3], predict the reactants needed to synthesize it. The reactants are: [OH:1][C@@H:2]([C@H:4]1[C:25](=[O:26])[N:6]2[C@@H:7]([C:12]([O:14][CH2:15][C:16]3[CH:21]=[CH:20][C:19]([N+:22]([O-:24])=[O:23])=[CH:18][CH:17]=3)=[O:13])[C:8](=O)[C@H:9]([CH3:10])[C@H:5]12)[CH3:3].[C:27]1([C:33]2[CH:34]=[C:35]([C:39]([C:41]3[N:42]=[CH:43][N:44]4[CH:48]=[C:47]([Sn](CCCC)(CCCC)CCCC)[S:46][C:45]=34)=[O:40])[CH:36]=[N:37][CH:38]=2)[CH:32]=[CH:31][CH:30]=[CH:29][CH:28]=1. (5) Given the product [OH:1][C:2]1[C:3]2[O:16][N:15]=[C:14]([C:17]3[CH:22]=[CH:21][C:20]([O:23][CH3:24])=[CH:19][CH:18]=3)[C:4]=2[C:5]([CH3:13])=[N:6][C:7]=1[C:8]([NH:25][CH2:26][C:27]([OH:29])=[O:28])=[O:9], predict the reactants needed to synthesize it. The reactants are: [OH:1][C:2]1[C:3]2[O:16][N:15]=[C:14]([C:17]3[CH:22]=[CH:21][C:20]([O:23][CH3:24])=[CH:19][CH:18]=3)[C:4]=2[C:5]([CH3:13])=[N:6][C:7]=1[C:8](OCC)=[O:9].[NH2:25][CH2:26][C:27]([OH:29])=[O:28].C[O-].[Na+]. (6) Given the product [CH2:2]([CH:4]([O:7][NH:8][C:12]([C:14]1[C:15](=[O:37])[C:16]2[CH:21]=[N:20][C:19]([NH:53][C:50]3[CH:51]=[CH:52][C:47]([CH2:46][CH2:45][N:42]4[CH2:41][CH2:40][N:39]([CH3:38])[CH2:44][CH2:43]4)=[CH:48][CH:49]=3)=[N:18][C:17]=2[N:26]([C:28]2[CH:36]=[CH:35][C:34]([CH2:30][CH3:29])=[CH:33][CH:32]=2)[CH:27]=1)=[O:11])[CH2:5][CH3:6])[CH3:3], predict the reactants needed to synthesize it. The reactants are: Cl.[CH2:2]([CH:4]([O:7][NH2:8])[CH2:5][CH3:6])[CH3:3].C([O:11][C:12]([C:14]1[C:15](=[O:37])[C:16]2[CH:21]=[N:20][C:19](S(C)(=O)=O)=[N:18][C:17]=2[N:26]([C:28]2[CH:29]=[C:30]3[C:34](=[CH:35][CH:36]=2)[CH2:33][CH2:32]C3)[CH:27]=1)=O)C.[CH3:38][N:39]1[CH2:44][CH2:43][N:42]([CH2:45][CH2:46][C:47]2[CH:52]=[CH:51][C:50]([NH2:53])=[CH:49][CH:48]=2)[CH2:41][CH2:40]1.